Predict the reactants needed to synthesize the given product. From a dataset of Full USPTO retrosynthesis dataset with 1.9M reactions from patents (1976-2016). (1) Given the product [CH3:1][N:2]([CH3:37])[C:3]([C:5]1[CH:10]=[CH:9][C:8]([N:11]2[C:12]3[C:13](=[N:14][CH:15]=[C:16]([CH2:18][C:19]4[CH:24]=[CH:23][C:22]([F:25])=[CH:21][CH:20]=4)[CH:17]=3)[C:26]([OH:27])=[C:31]([C:32]([O:34][CH3:35])=[O:33])[C:30]2=[O:36])=[CH:7][CH:6]=1)=[O:4], predict the reactants needed to synthesize it. The reactants are: [CH3:1][N:2]([CH3:37])[C:3]([C:5]1[CH:10]=[CH:9][C:8]([N:11]([C:30](=[O:36])[CH2:31][C:32]([O:34][CH3:35])=[O:33])[C:12]2[C:13]([C:26](OC)=[O:27])=[N:14][CH:15]=[C:16]([CH2:18][C:19]3[CH:24]=[CH:23][C:22]([F:25])=[CH:21][CH:20]=3)[CH:17]=2)=[CH:7][CH:6]=1)=[O:4].C[O-].[Na+]. (2) Given the product [C:1]([O:5][C:6](=[O:17])[CH2:7][S:8][C:9]1[CH:14]=[CH:13][C:12]([O:15][CH2:19][C:20]2[C:21]([CH3:36])=[N:22][C:23]([C:26]3[CH:27]=[CH:28][C:29]([C:32]([F:35])([F:33])[F:34])=[CH:30][CH:31]=3)=[CH:24][CH:25]=2)=[CH:11][C:10]=1[CH3:16])([CH3:4])([CH3:3])[CH3:2], predict the reactants needed to synthesize it. The reactants are: [C:1]([O:5][C:6](=[O:17])[CH2:7][S:8][C:9]1[CH:14]=[CH:13][C:12]([OH:15])=[CH:11][C:10]=1[CH3:16])([CH3:4])([CH3:3])[CH3:2].Cl[CH2:19][C:20]1[C:21]([CH3:36])=[N:22][C:23]([C:26]2[CH:31]=[CH:30][C:29]([C:32]([F:35])([F:34])[F:33])=[CH:28][CH:27]=2)=[CH:24][CH:25]=1. (3) Given the product [C:39]([O:38][C:36]([N:34]1[CH2:35][C:32]2([C:28](=[N:27][O:26][CH3:25])[CH2:29][N:30]([C:16]3[CH:17]=[C:18]4[C:13]([C:12](=[O:21])[C:11]([C:22]([OH:24])=[O:23])=[CH:10][N:9]4[C:3]4[CH:4]=[CH:5][C:6]([F:8])=[CH:7][C:2]=4[F:1])=[CH:14][C:15]=3[F:20])[CH2:31]2)[CH2:33]1)=[O:37])([CH3:42])([CH3:41])[CH3:40], predict the reactants needed to synthesize it. The reactants are: [F:1][C:2]1[CH:7]=[C:6]([F:8])[CH:5]=[CH:4][C:3]=1[N:9]1[C:18]2[C:13](=[CH:14][C:15]([F:20])=[C:16](F)[CH:17]=2)[C:12](=[O:21])[C:11]([C:22]([OH:24])=[O:23])=[CH:10]1.[CH3:25][O:26][N:27]=[C:28]1[C:32]2([CH2:35][N:34]([C:36]([O:38][C:39]([CH3:42])([CH3:41])[CH3:40])=[O:37])[CH2:33]2)[CH2:31][NH:30][CH2:29]1.C(#N)C. (4) Given the product [CH3:16][N:17]([CH2:18][CH2:19][OH:20])[C:23]([C:12]([CH3:13])([CH3:14])[CH3:15])=[O:24], predict the reactants needed to synthesize it. The reactants are: [C:12](OC(OC(O[C:12]([CH3:15])([CH3:14])[CH3:13])=O)=O)([CH3:15])([CH3:14])[CH3:13].[CH3:16][NH:17][CH2:18][CH2:19][OH:20].C1C[O:24][CH2:23]C1. (5) Given the product [CH3:1][O:2][C:3]1[N:8]=[C:7]([N+:9]([O-:11])=[O:10])[C:6]([NH2:12])=[CH:5][C:4]=1[CH3:16], predict the reactants needed to synthesize it. The reactants are: [CH3:1][O:2][C:3]1[N:8]=[C:7]([N+:9]([O-:11])=[O:10])[C:6]([NH:12]C(=O)C)=[CH:5][C:4]=1[CH3:16].[OH-].[Na+].O.